This data is from NCI-60 drug combinations with 297,098 pairs across 59 cell lines. The task is: Regression. Given two drug SMILES strings and cell line genomic features, predict the synergy score measuring deviation from expected non-interaction effect. (1) Drug 1: C1=CC(=C2C(=C1NCCNCCO)C(=O)C3=C(C=CC(=C3C2=O)O)O)NCCNCCO. Drug 2: C1CNP(=O)(OC1)N(CCCl)CCCl. Cell line: SF-268. Synergy scores: CSS=47.6, Synergy_ZIP=4.03, Synergy_Bliss=3.54, Synergy_Loewe=-36.2, Synergy_HSA=2.70. (2) Synergy scores: CSS=67.5, Synergy_ZIP=-5.52, Synergy_Bliss=-1.70, Synergy_Loewe=-0.832, Synergy_HSA=3.73. Cell line: T-47D. Drug 2: CC1CCC2CC(C(=CC=CC=CC(CC(C(=O)C(C(C(=CC(C(=O)CC(OC(=O)C3CCCCN3C(=O)C(=O)C1(O2)O)C(C)CC4CCC(C(C4)OC)OCCO)C)C)O)OC)C)C)C)OC. Drug 1: CC=C1C(=O)NC(C(=O)OC2CC(=O)NC(C(=O)NC(CSSCCC=C2)C(=O)N1)C(C)C)C(C)C.